From a dataset of Experimentally validated miRNA-target interactions with 360,000+ pairs, plus equal number of negative samples. Binary Classification. Given a miRNA mature sequence and a target amino acid sequence, predict their likelihood of interaction. The miRNA is hsa-miR-215-5p with sequence AUGACCUAUGAAUUGACAGAC. The protein sequence of the target gene is MASWLPETLFETVGQGPPPSKDYYQLLVTRSQVIFRWWKISLRSEYRSTKPGEAKETHEDFLENSHLQGQTALIFGARILDYVINLCKGKFDFLERLSDDLLLTIISYLDLEDIARLCQTSHRFAKLCMSDKLWEQIVQSTCDTITPDVRALAEDTGWRQLFFTNKLQLQRQLRKRKQKYGNLREKQP. Result: 1 (interaction).